From a dataset of Experimentally validated miRNA-target interactions with 360,000+ pairs, plus equal number of negative samples. Binary Classification. Given a miRNA mature sequence and a target amino acid sequence, predict their likelihood of interaction. (1) The miRNA is mmu-miR-714 with sequence CGACGAGGGCCGGUCGGUCGC. The protein sequence of the target gene is MHGRKDDAQKQPVKNQLGLNPQSHLPELQLFQAEGKIYKYDHMEKSVNSSSLVSPPQRISSTVKTHISHTYECNFVDSLFTQKEKANIGTEHYKCSERGKAFHQGLHFTIHQIIHTKETQFKCDICGKIFNKKSNLASHQRIHTGEKPYKCNECGKVFHNMSHLAQHRRIHTGEKPYKCNECGKVFNQISHLAQHQRIHTGEKPYKCNECGKVFHQISHLAQHRTIHTGEKPYECNKCGKVFSRNSYLVQHLIIHTGEKPYRCNVCGKVFHHISHLAQHQRIHTGEKPYKCNECGKVFSH.... Result: 0 (no interaction). (2) The protein sequence of the target gene is MASKVSPSCRLVFCLLISAAVLRPGLGWYTVNSAYGDTIVMPCRLDVPQNLMFGKWKYEKPDGSPVFIAFRSSTKKSVQYDDVPEYKDRLSLSENYTLSIANAKISDEKRFVCMLVTEDNVFEAPTLVKVFKQPSKPEIVNKAPFLETDQLKKLGDCISRDSYPDGNITWYRNGKVLQPVEGEVAILFKKEIDPGTQLYTVTSSLEYKTTRSDIQMPFTCSVTYYGPSGQKTIYSEQEIFDIYYPTEQVTIQVLPPKNAIKEGDNITLQCLGNGNPPPEEFMFYLPGQPEGIRSSNTYTL.... The miRNA is hsa-miR-196a-5p with sequence UAGGUAGUUUCAUGUUGUUGGG. Result: 0 (no interaction). (3) The miRNA is hsa-miR-3928-3p with sequence GGAGGAACCUUGGAGCUUCGGC. The protein sequence of the target gene is MPPPAEVTDPSHAPAVLRQLNEQRLRGLFCDVTLIAGDTKFPAHRSVLAASSPFFREALLTSAPLPLPPATGGAAPNPATTTAASSSSSSSSSSSSSSSSASSSSSSSSSSPPPASPPASSPPRVLELPGVPAAAFSDVLNFIYSARLALPGGGGDGAAVAEIGALGRRLGISRLQGLGEGGDAWVPPTPAPMATSQPEEDSFGPGPRPAGEWEGDRAEAQAPDLQCSLPRRPLPCPQCGKSFIHPKRLQTHEAQCRRGASTRGSTGLGAGGAGPGGPAGVDASALPPPVGFRGGPEHVV.... Result: 1 (interaction). (4) The miRNA is hsa-miR-518e-3p with sequence AAAGCGCUUCCCUUCAGAGUG. The protein sequence of the target gene is MPRRKQEQPKRLPSHVSRQEEAEGELSEGEHWYGNSSETPSEASYGEVQENYKLSLEDRIQEQSTSPDTSLGSTTPSSHTLELVALDSEVLRDSLQCQDHLSPGVSSLCDDDPGSNKPLSSNLRRLLEAGSLKLDAAATANGRVESPVNVGSNLSFSPPSHHAQQLSVLARKLAEKQEQNDQYTPSNRFIWNQGKWLPNSTTTCSLSPDSAILKLKAAANAVLQDKSLTRTEETMRFESFSSPFSSQSASSTLAALSKKVSERSLTPGQEHPPPASSFLSLASMTSSAALLKEVAARAAG.... Result: 0 (no interaction). (5) The miRNA is mmu-miR-125b-2-3p with sequence ACAAGUCAGGUUCUUGGGACCU. The protein sequence of the target gene is MANRGATRPNGPNTGNKICQFKLVLLGESAVGKSSLVLRFVKGQFHEFQESTIGAAFLTQTVCLDDTTVKFEIWDTAGQERYHSLAPMYYRGAQAAIVVYDITNEESFARAKNWVKELQRQASPNIVIALSGNKADLANKRAVDFQEAQSYADDNSLLFMETSAKTSMNVNEIFMAIAKKLPKNEPQNPGANSARGRGVDLTEPAQPARSQCCSN. Result: 0 (no interaction). (6) The miRNA is mmu-miR-3071-5p with sequence ACUCAUUUGAGACGAUGAUGGA. The protein sequence of the target gene is MGPSGLLVALALHLAVCSRPHRDYCVLGAGPAGLQMAAFLHRAGRDYEVFERESAPGSFFTRYPRHRKLISINKRHTGKANAEFNLRHDWNSLLSDDPHLLFRHYSQAYFPDASDMVRYLGDFARRLGLHVLYNTNITHVTLDKDPQAWNGHYFILTDQKGQVYQCSVLLVATGLAVPKLVDFPGSEYVEGYESVSVDPEDFVGQNVLILGHGNSAFETAENILGVTNFVHMLSRSRVRLSWATHYVGDVRAINNGLLDTYQLKSLDGLLESDLEYLALVKDSKGKFHVTLKFLLENNSS.... Result: 0 (no interaction). (7) The miRNA is mmu-miR-1948-3p with sequence UUUAGGCAGAGCACUCGUACAG. The protein sequence of the target gene is MFSRRSHGDVKKSTQKVLDPKKDVLTRLKHLRALLDNVDASDLKQFFETNYSQIYFIFYENFITLENSLKLKGNNKSQREELDSILFLFEKILQFLPERIFFRWHYQSIGSTLKKLLHTGNSIKIRCEGIRLFLLWLQALQTNCAEEQVLIFACLVPGFPAVLSSRGPCTLETLINPSPSIVDAKIYPEEITPLLPAISGEKIAEDQTCFFLQILLKYMVIQAASLEWKNKENQDTGFKFLFTLFRKYYLPHLFPSFTKLTNIYKPVLEIPHLRPKPVYVTVTRDNETIYSTKIPYMAAR.... Result: 0 (no interaction). (8) The miRNA is hsa-miR-6752-3p with sequence UCCCUGCCCCCAUACUCCCAG. The protein sequence of the target gene is MERINHTSSVSEFILLGLSSRPEDQKTLFVLFLIVYLVTITGNLLIILAIRFNPHLQTPMYFFLSFLSLTDICFTTSVVPKMLMNFLSEKKTISYAGCLTQMYFLYALGNSDSCLLAVMAFDRYVAVCDPFHYVTTMSHHHCVLLVAFSCSFPHLHSLLHTLLLNRLTFCDSNVIHHFLCDLSPVLKLSCSSIFVNEIVQMTEAPIVLVTRFLCIAFSYIRILTTVLKIPSTSGKRKAFSTCGFYLTVVTLFYGSIFCVYLQPPSTYAVKDHVATIVYTVLSSMLNPFIYSLRNKDLKQG.... Result: 1 (interaction). (9) The miRNA is hsa-miR-376a-2-5p with sequence GGUAGAUUUUCCUUCUAUGGU. The protein sequence of the target gene is MVNTRKSSLRLLGSKSPGPGPGPGAGAEPGATGGSSHFISSRTRSSKTRAASCPAAKAGGSGGAGVTLDEARKVEVDGSLSDSHVSPPAKRTLKQPDSVCKDKSKSRSTGQREEWNLSTGQARLTSQPGATLPNGHSGLSLRSHPLRGEKKGDGDLSCINGDMEVRKSCRSRKNRFESVNQSLLFDQLVNSTAEAVLQEMDNINIRQNRRSGEVERLRMWTDTEFENMDMYSRVKRRRKSLRRNSYGIQNHHEVSTEGEEEESQEEDGDIEVEEAEGEENDRPYNLRQRKTVDRYQAPPI.... Result: 0 (no interaction).